From a dataset of Full USPTO retrosynthesis dataset with 1.9M reactions from patents (1976-2016). Predict the reactants needed to synthesize the given product. (1) Given the product [OH:53][C@H:51]([CH3:52])[CH2:50][NH:49][C:20]([C:12]1[C:13]2=[N:14][CH:15]=[C:16]([CH3:19])[CH:17]=[C:18]2[N:10]([CH2:9][C:5]2[C:4]([CH3:23])=[C:3]([O:2][CH3:1])[N:8]=[CH:7][N:6]=2)[CH:11]=1)=[O:22], predict the reactants needed to synthesize it. The reactants are: [CH3:1][O:2][C:3]1[N:8]=[CH:7][N:6]=[C:5]([CH2:9][N:10]2[C:18]3[C:13](=[N:14][CH:15]=[C:16]([CH3:19])[CH:17]=3)[C:12]([C:20]([OH:22])=O)=[CH:11]2)[C:4]=1[CH3:23].C(N(CC)CC)C.CCCP1(OP(CCC)(=O)OP(CCC)(=O)O1)=O.[NH2:49][CH2:50][C@H:51]([OH:53])[CH3:52]. (2) Given the product [F:1][C:2]1[CH:7]=[CH:6][CH:5]=[CH:4][C:3]=1[C:8]1[CH:13]=[CH:12][C:11]([C:14](=[O:21])[CH2:15][CH2:16][C:17]([OH:19])=[O:18])=[CH:10][CH:9]=1, predict the reactants needed to synthesize it. The reactants are: [F:1][C:2]1[CH:7]=[CH:6][CH:5]=[CH:4][C:3]=1[C:8]1[CH:13]=[CH:12][C:11]([C:14](=[O:21])[CH2:15][CH2:16][C:17]([O:19]C)=[O:18])=[CH:10][CH:9]=1.[OH-].[Na+].